Task: Predict the reactants needed to synthesize the given product.. Dataset: Full USPTO retrosynthesis dataset with 1.9M reactions from patents (1976-2016) (1) Given the product [CH2:8]([O:15][CH:16]1[CH:20]([OH:21])[CH2:19][N:18]([C:67](=[O:68])[C@H:62]([CH2:63][CH:64]([CH3:65])[CH3:66])[NH:61][C:51]([O:53][CH2:54][C:55]2[CH:60]=[CH:59][CH:58]=[CH:57][CH:56]=2)=[O:52])[CH2:17]1)[C:9]1[CH:10]=[CH:11][CH:12]=[CH:13][CH:14]=1, predict the reactants needed to synthesize it. The reactants are: FC(F)(F)C(O)=O.[CH2:8]([O:15][CH:16]1[CH:20]([OH:21])[CH2:19][NH:18][CH2:17]1)[C:9]1[CH:14]=[CH:13][CH:12]=[CH:11][CH:10]=1.CN1CCOCC1.Cl.CN(C)CCCN=C=NCC.ON1C2N=CC=CC=2N=N1.[C:51]([NH:61][C@H:62]([C:67](O)=[O:68])[CH2:63][CH:64]([CH3:66])[CH3:65])([O:53][CH2:54][C:55]1[CH:60]=[CH:59][CH:58]=[CH:57][CH:56]=1)=[O:52]. (2) Given the product [O:8]=[C:7]1[NH:6][C:3]2[C:4](=[N:5][C:32]([C:31]3[CH:28]=[CH:29][CH:36]=[CH:35][N:34]=3)=[N:1][C:2]=2[C:16]([NH2:17])=[O:26])[N:9]1[C:10]1[CH:15]=[CH:14][CH:13]=[CH:12][CH:11]=1, predict the reactants needed to synthesize it. The reactants are: [NH2:1]/[C:2](/[C:16]#[N:17])=[C:3](\[NH:6][C:7]([NH:9][C:10]1[CH:15]=[CH:14][CH:13]=[CH:12][CH:11]=1)=[O:8])/[C:4]#[N:5].C1(N=C=[O:26])C=CC=CC=1.N/[C:28](=[C:31](\[NH2:34])/[C:32]#N)/[C:29]#N.[C:35](#N)[CH3:36]. (3) Given the product [NH2:7][CH2:8][CH2:9][CH2:10][CH2:11][NH:12][C:13](=[O:39])[CH2:14][C@@H:15]1[N:21]=[C:20]([C:22]2[CH:23]=[CH:24][C:25]([Cl:28])=[CH:26][CH:27]=2)[C:19]2[CH:29]=[C:30]([O:33][CH3:34])[CH:31]=[CH:32][C:18]=2[N:17]2[C:35]([CH3:38])=[N:36][N:37]=[C:16]12, predict the reactants needed to synthesize it. The reactants are: C(OC(=O)[NH:7][CH2:8][CH2:9][CH2:10][CH2:11][NH:12][C:13](=[O:39])[CH2:14][C@@H:15]1[N:21]=[C:20]([C:22]2[CH:27]=[CH:26][C:25]([Cl:28])=[CH:24][CH:23]=2)[C:19]2[CH:29]=[C:30]([O:33][CH3:34])[CH:31]=[CH:32][C:18]=2[N:17]2[C:35]([CH3:38])=[N:36][N:37]=[C:16]12)(C)(C)C.C(O)(C(F)(F)F)=O. (4) Given the product [CH3:22][O:21][C:13]1[CH:14]=[C:15]([N+:18]([O-:20])=[O:19])[CH:16]=[CH:17][C:12]=1[O:10][CH2:9][CH2:8][N:3]1[CH2:7][CH2:6][CH2:5][CH2:4]1, predict the reactants needed to synthesize it. The reactants are: [H-].[Na+].[N:3]1([CH2:8][CH2:9][OH:10])[CH2:7][CH2:6][CH2:5][CH2:4]1.Cl[C:12]1[CH:17]=[CH:16][C:15]([N+:18]([O-:20])=[O:19])=[CH:14][C:13]=1[O:21][CH3:22]. (5) Given the product [Cl:21][C:17]1[CH:16]=[C:15]([C:10]2[C:9]3[CH2:8][CH:7]([CH3:22])[CH2:6][CH2:5][C:4]=3[N:3]=[C:2]([N:29]3[CH2:33][CH2:32][CH2:31][CH2:30]3)[C:11]=2[C:12]([OH:14])=[O:13])[CH:20]=[CH:19][CH:18]=1, predict the reactants needed to synthesize it. The reactants are: Cl[C:2]1[C:11]([C:12]([OH:14])=[O:13])=[C:10]([C:15]2[CH:20]=[CH:19][CH:18]=[C:17]([Cl:21])[CH:16]=2)[C:9]2[CH2:8][CH:7]([CH3:22])[CH2:6][CH2:5][C:4]=2[N:3]=1.C(=O)([O-])[O-].[K+].[K+].[NH:29]1[CH2:33][CH2:32][CH2:31][CH2:30]1.C(O)(=O)CC(CC(O)=O)(C(O)=O)O.